Dataset: CYP1A2 inhibition data for predicting drug metabolism from PubChem BioAssay. Task: Regression/Classification. Given a drug SMILES string, predict its absorption, distribution, metabolism, or excretion properties. Task type varies by dataset: regression for continuous measurements (e.g., permeability, clearance, half-life) or binary classification for categorical outcomes (e.g., BBB penetration, CYP inhibition). Dataset: cyp1a2_veith. (1) The molecule is CN(C)c1ccc(-c2cc(NCc3ccccc3)ncn2)cc1. The result is 1 (inhibitor). (2) The drug is C=CCOc1ccc2cccc(/C=N/NC(=O)c3cc4cc([N+](=O)[O-])ccc4s3)c2c1. The result is 1 (inhibitor). (3) The compound is O=C(Nc1ccc(Cl)cc1)OCCn1nnnc1C(c1ccccc1Cl)N1CCOCC1. The result is 1 (inhibitor). (4) The compound is O=S(=O)(NCCNS(=O)(=O)c1cccs1)c1cccs1. The result is 0 (non-inhibitor). (5) The drug is CC1(C)OC(=O)C(=CNc2cccc(O)c2)C(=O)O1. The result is 1 (inhibitor). (6) The drug is COc1ccc(CNc2ncncc2-c2ccccc2C(F)(F)F)c(OC)c1. The result is 1 (inhibitor).